This data is from Catalyst prediction with 721,799 reactions and 888 catalyst types from USPTO. The task is: Predict which catalyst facilitates the given reaction. (1) Reactant: [CH2:1]([O:8][C:9]1[CH:14]=[CH:13][C:12]([C:15]2[CH:16]=[C:17]([C:31]([OH:33])=O)[C:18]3[C:23]([CH3:24])=[N:22][N:21]([CH:25]4[CH2:30][CH2:29][CH2:28][CH2:27][O:26]4)[C:19]=3[N:20]=2)=[C:11]([F:34])[CH:10]=1)[C:2]1[CH:7]=[CH:6][CH:5]=[CH:4][CH:3]=1.CCN(C(C)C)C(C)C.[C:44]([O:48][C:49]([N:51]1[CH2:56][CH2:55][NH:54][CH:53]([C:57]2[CH:62]=[CH:61][CH:60]=[CH:59][CH:58]=2)[CH2:52]1)=[O:50])([CH3:47])([CH3:46])[CH3:45]. Product: [C:44]([O:48][C:49]([N:51]1[CH2:56][CH2:55][N:54]([C:31]([C:17]2[C:18]3[C:23]([CH3:24])=[N:22][N:21]([CH:25]4[CH2:30][CH2:29][CH2:28][CH2:27][O:26]4)[C:19]=3[N:20]=[C:15]([C:12]3[CH:13]=[CH:14][C:9]([O:8][CH2:1][C:2]4[CH:3]=[CH:4][CH:5]=[CH:6][CH:7]=4)=[CH:10][C:11]=3[F:34])[CH:16]=2)=[O:33])[CH:53]([C:57]2[CH:62]=[CH:61][CH:60]=[CH:59][CH:58]=2)[CH2:52]1)=[O:50])([CH3:47])([CH3:45])[CH3:46]. The catalyst class is: 34. (2) Reactant: [Br:1][C:2]1[N:7]=[C:6]([NH2:8])[CH:5]=[CH:4][CH:3]=1.C(=O)([O-])[O-].[K+].[K+].CS(O[CH2:20][C:21]1([C:24]#[N:25])[CH2:23][CH2:22]1)(=O)=O.[H-].[Na+]. Product: [Br:1][C:2]1[N:7]=[C:6]([NH:8][CH2:20][C:21]2([C:24]#[N:25])[CH2:23][CH2:22]2)[CH:5]=[CH:4][CH:3]=1. The catalyst class is: 39.